This data is from Full USPTO retrosynthesis dataset with 1.9M reactions from patents (1976-2016). The task is: Predict the reactants needed to synthesize the given product. (1) Given the product [F:1][C:2]1[CH:29]=[CH:28][C:5]2[N:6]=[C:7]([NH:9][C@H:10]3[CH2:11][C@H:12]([N:14]4[C:18]5[N:19]=[CH:20][N:21]=[CH:22][C:17]=5[C:16]([CH3:25])([CH3:26])[C:15]4=[O:27])[CH2:13]3)[S:8][C:4]=2[CH:3]=1, predict the reactants needed to synthesize it. The reactants are: [F:1][C:2]1[CH:29]=[CH:28][C:5]2[N:6]=[C:7]([NH:9][C@H:10]3[CH2:13][C@H:12]([N:14]4[C:18]5[N:19]=[C:20](SC)[N:21]=[CH:22][C:17]=5[C:16]([CH3:26])([CH3:25])[C:15]4=[O:27])[CH2:11]3)[S:8][C:4]=2[CH:3]=1.C([SiH](CC)CC)C. (2) Given the product [Cl:5][C:6]1[C:14]([I:15])=[CH:13][C:12]([Cl:16])=[CH:11][C:7]=1[C:8]([O:10][CH3:17])=[O:9], predict the reactants needed to synthesize it. The reactants are: S(Cl)(Cl)=O.[Cl:5][C:6]1[C:14]([I:15])=[CH:13][C:12]([Cl:16])=[CH:11][C:7]=1[C:8]([OH:10])=[O:9].[CH3:17]O. (3) Given the product [Br:37][C:9]1[C:10]2[C:15]([C:16]3[CH:17]=[C:18]([NH:22][C:23](=[O:27])[C:24]([CH3:26])=[CH2:25])[CH:19]=[CH:20][CH:21]=3)=[N:14][CH:13]=[N:12][C:11]=2[N:7]([CH2:6][O:5][CH2:4][CH2:3][Si:2]([CH3:1])([CH3:28])[CH3:29])[CH:8]=1, predict the reactants needed to synthesize it. The reactants are: [CH3:1][Si:2]([CH3:29])([CH3:28])[CH2:3][CH2:4][O:5][CH2:6][N:7]1[C:11]2[N:12]=[CH:13][N:14]=[C:15]([C:16]3[CH:17]=[C:18]([NH:22][C:23](=[O:27])[C:24]([CH3:26])=[CH2:25])[CH:19]=[CH:20][CH:21]=3)[C:10]=2[CH:9]=[CH:8]1.C1C(=O)N([Br:37])C(=O)C1. (4) Given the product [C:20]([C:24]1[CH:28]=[C:27]([C:29]([O:31][CH2:32][CH3:33])=[O:30])[N:26]([C:10]2[CH:11]=[CH:12][C:13]([O:15][CH3:16])=[CH:14][C:9]=2[O:8][CH3:7])[N:25]=1)([CH3:23])([CH3:21])[CH3:22], predict the reactants needed to synthesize it. The reactants are: N1C=CC=CC=1.[CH3:7][O:8][C:9]1[CH:14]=[C:13]([O:15][CH3:16])[CH:12]=[CH:11][C:10]=1B(O)O.[C:20]([C:24]1[CH:28]=[C:27]([C:29]([O:31][CH2:32][CH3:33])=[O:30])[NH:26][N:25]=1)([CH3:23])([CH3:22])[CH3:21].CCOCC.CCCC(C)C.